Task: Predict which catalyst facilitates the given reaction.. Dataset: Catalyst prediction with 721,799 reactions and 888 catalyst types from USPTO (1) Reactant: Cl[C:2]1[CH:7]=[CH:6][CH:5]=[CH:4][C:3]=1[C:8]([C:10]1[N:25]([C:26]2[C:31]([F:32])=[CH:30][CH:29]=[CH:28][C:27]=2[F:33])[C:13]2[N:14]=[C:15]([NH:18][C@@H:19]([CH3:24])[C:20]([OH:23])([CH3:22])[CH3:21])[N:16]=[CH:17][C:12]=2[CH:11]=1)=[O:9].[CH2:34]([OH:37])[CH2:35]O.[F-:38].[F-].[F-].B. Product: [F:33][C:27]1[CH:28]=[CH:29][CH:30]=[C:31]([F:32])[C:26]=1[N:25]1[C:13]2[N:14]=[C:15]([NH:18][CH:19]([CH3:24])[C:20]([CH3:22])([OH:23])[CH3:21])[N:16]=[CH:17][C:12]=2[CH:11]=[C:10]1[C:8]1([C:3]2[CH:2]=[CH:7][C:6]([F:38])=[CH:5][CH:4]=2)[O:37][CH2:34][CH2:35][O:9]1. The catalyst class is: 34. (2) Reactant: C(OC(=O)[NH:6][CH2:7][C:8]1[CH:13]=[C:12]([I:14])[C:11]([NH:15][S:16]([CH3:19])(=[O:18])=[O:17])=[CH:10][C:9]=1[Cl:20])(C)C. Product: [NH2:6][CH2:7][C:8]1[C:9]([Cl:20])=[CH:10][C:11]([NH:15][S:16]([CH3:19])(=[O:18])=[O:17])=[C:12]([I:14])[CH:13]=1. The catalyst class is: 157. (3) Reactant: [C:1]([C:5]1[CH:6]=[C:7](/[CH:15]=[CH:16]/[C:17]([C:19]2[CH:27]=[CH:26][C:22]([C:23]([OH:25])=[O:24])=[CH:21][CH:20]=2)=[O:18])[CH:8]=[C:9]([C:11]([CH3:14])([CH3:13])[CH3:12])[CH:10]=1)([CH3:4])([CH3:3])[CH3:2].[CH3:28]S(O)(=O)=O. The catalyst class is: 5. Product: [CH3:28][O:24][C:23](=[O:25])[C:22]1[CH:21]=[CH:20][C:19]([C:17](=[O:18])/[CH:16]=[CH:15]/[C:7]2[CH:6]=[C:5]([C:1]([CH3:2])([CH3:3])[CH3:4])[CH:10]=[C:9]([C:11]([CH3:13])([CH3:14])[CH3:12])[CH:8]=2)=[CH:27][CH:26]=1. (4) Reactant: [CH3:1][NH:2][C:3]([NH2:5])=[S:4].[CH3:6][O:7][C:8]([N:10]1[CH2:14][C@H:13]([C:15]2[CH:20]=[CH:19][C:18]([O:21][CH3:22])=[C:17]([O:23][CH:24]3[CH2:28][CH2:27][CH2:26][CH2:25]3)[CH:16]=2)[C@@:12]([C:30](=O)[CH2:31]Br)([CH3:29])[CH2:11]1)=[O:9]. Product: [CH3:6][O:7][C:8]([N:10]1[CH2:14][C@H:13]([C:15]2[CH:20]=[CH:19][C:18]([O:21][CH3:22])=[C:17]([O:23][CH:24]3[CH2:25][CH2:26][CH2:27][CH2:28]3)[CH:16]=2)[C@:12]([CH3:29])([C:30]2[N:5]=[C:3]([NH:2][CH3:1])[S:4][CH:31]=2)[CH2:11]1)=[O:9]. The catalyst class is: 5. (5) Reactant: [F:1][C:2]1[CH:28]=[CH:27][CH:26]=[C:25]([F:29])[C:3]=1[C:4]([NH:6][C:7]1[CH:8]=[CH:9][C:10]2[C:16]([C:17]3[CH:22]=[CH:21][C:20]([NH2:23])=[CH:19][CH:18]=3)=[CH:15][CH2:14][CH2:13][CH2:12][C:11]=2[CH:24]=1)=[O:5].[C:30](OC(=O)C)(=[O:32])[CH3:31].N1C=CC=CC=1.C(Cl)(=O)C. Product: [F:1][C:2]1[CH:28]=[CH:27][CH:26]=[C:25]([F:29])[C:3]=1[C:4]([NH:6][C:7]1[CH:8]=[CH:9][C:10]2[C:16]([C:17]3[CH:22]=[CH:21][C:20]([NH:23][C:30](=[O:32])[CH3:31])=[CH:19][CH:18]=3)=[CH:15][CH2:14][CH2:13][CH2:12][C:11]=2[CH:24]=1)=[O:5]. The catalyst class is: 66. (6) Reactant: C(OC(=O)[NH:7][CH2:8][CH2:9][N:10]([CH2:51][C:52]1[CH:57]=[CH:56][CH:55]=[CH:54][CH:53]=1)[C@@H:11]1[CH2:18][N:17]2[C:19]3[CH:20]=[C:21]([C:32]([NH:34][S:35]([N:38]([CH2:40][CH:41](OC)[O:42]C)[CH3:39])(=[O:37])=[O:36])=[O:33])[CH:22]=[CH:23][C:24]=3[C:25]([CH:26]3[CH2:31][CH2:30][CH2:29][CH2:28][CH2:27]3)=[C:16]2[C:15]2[CH:46]=[CH:47][C:48]([F:50])=[CH:49][C:14]=2[O:13][CH2:12]1)(C)(C)C.Cl. Product: [NH2:7][CH2:8][CH2:9][N:10]([CH2:51][C:52]1[CH:53]=[CH:54][CH:55]=[CH:56][CH:57]=1)[C@@H:11]1[CH2:18][N:17]2[C:19]3[CH:20]=[C:21]([C:32]([NH:34][S:35]([N:38]([CH3:39])[CH2:40][CH:41]=[O:42])(=[O:37])=[O:36])=[O:33])[CH:22]=[CH:23][C:24]=3[C:25]([CH:26]3[CH2:31][CH2:30][CH2:29][CH2:28][CH2:27]3)=[C:16]2[C:15]2[CH:46]=[CH:47][C:48]([F:50])=[CH:49][C:14]=2[O:13][CH2:12]1. The catalyst class is: 1.